Dataset: Forward reaction prediction with 1.9M reactions from USPTO patents (1976-2016). Task: Predict the product of the given reaction. Given the reactants COC1C=CC(C[N:8]2[CH2:12][C@H:11]([O:13][CH2:14][CH:15]=[CH2:16])[CH2:10][C@@H:9]2[C@@H:17]([OH:54])[C@@H:18]([NH:28][C:29](=[O:53])[C@@H:30]([N:39]2[CH2:43][CH2:42][C@:41]([NH:48][C:49](=[O:51])[CH3:50])([CH2:44][CH:45]([CH3:47])[CH3:46])[C:40]2=[O:52])[CH2:31][CH2:32][C:33]2[CH:38]=[CH:37][CH:36]=[CH:35][CH:34]=2)[CH2:19][C:20]2[CH:25]=[C:24]([F:26])[CH:23]=[C:22]([F:27])[CH:21]=2)=CC=1, predict the reaction product. The product is: [C:49]([NH:48][C@:41]1([CH2:44][CH:45]([CH3:46])[CH3:47])[CH2:42][CH2:43][N:39]([C@@H:30]([CH2:31][CH2:32][C:33]2[CH:34]=[CH:35][CH:36]=[CH:37][CH:38]=2)[C:29]([NH:28][C@@H:18]([CH2:19][C:20]2[CH:21]=[C:22]([F:27])[CH:23]=[C:24]([F:26])[CH:25]=2)[C@H:17]([OH:54])[C@H:9]2[CH2:10][C@@H:11]([O:13][CH2:14][CH2:15][CH3:16])[CH2:12][NH:8]2)=[O:53])[C:40]1=[O:52])(=[O:51])[CH3:50].